This data is from NCI-60 drug combinations with 297,098 pairs across 59 cell lines. The task is: Regression. Given two drug SMILES strings and cell line genomic features, predict the synergy score measuring deviation from expected non-interaction effect. (1) Drug 1: C1C(C(OC1N2C=C(C(=O)NC2=O)F)CO)O. Drug 2: C(CCl)NC(=O)N(CCCl)N=O. Cell line: SW-620. Synergy scores: CSS=26.1, Synergy_ZIP=-5.24, Synergy_Bliss=-1.84, Synergy_Loewe=0.462, Synergy_HSA=2.09. (2) Drug 1: CC1=C(C(CCC1)(C)C)C=CC(=CC=CC(=CC(=O)O)C)C. Drug 2: C1=NC(=NC(=O)N1C2C(C(C(O2)CO)O)O)N. Cell line: CAKI-1. Synergy scores: CSS=11.3, Synergy_ZIP=-8.58, Synergy_Bliss=-6.10, Synergy_Loewe=-13.7, Synergy_HSA=-7.45. (3) Drug 1: C1CCN(CC1)CCOC2=CC=C(C=C2)C(=O)C3=C(SC4=C3C=CC(=C4)O)C5=CC=C(C=C5)O. Drug 2: C#CCC(CC1=CN=C2C(=N1)C(=NC(=N2)N)N)C3=CC=C(C=C3)C(=O)NC(CCC(=O)O)C(=O)O. Cell line: UO-31. Synergy scores: CSS=3.54, Synergy_ZIP=-1.90, Synergy_Bliss=-0.269, Synergy_Loewe=1.46, Synergy_HSA=1.54. (4) Drug 1: C1=CC(=CC=C1CC(C(=O)O)N)N(CCCl)CCCl.Cl. Drug 2: C(=O)(N)NO. Cell line: NCIH23. Synergy scores: CSS=17.7, Synergy_ZIP=-5.00, Synergy_Bliss=-1.63, Synergy_Loewe=-13.2, Synergy_HSA=-2.76. (5) Drug 1: CC(C1=C(C=CC(=C1Cl)F)Cl)OC2=C(N=CC(=C2)C3=CN(N=C3)C4CCNCC4)N. Drug 2: C1=NC(=NC(=O)N1C2C(C(C(O2)CO)O)O)N. Cell line: OVCAR3. Synergy scores: CSS=14.1, Synergy_ZIP=-0.00129, Synergy_Bliss=9.37, Synergy_Loewe=3.24, Synergy_HSA=6.35. (6) Drug 1: CC1OCC2C(O1)C(C(C(O2)OC3C4COC(=O)C4C(C5=CC6=C(C=C35)OCO6)C7=CC(=C(C(=C7)OC)O)OC)O)O. Drug 2: C1C(C(OC1N2C=C(C(=O)NC2=O)F)CO)O. Cell line: RXF 393. Synergy scores: CSS=36.6, Synergy_ZIP=-8.25, Synergy_Bliss=1.01, Synergy_Loewe=3.66, Synergy_HSA=5.53. (7) Synergy scores: CSS=41.2, Synergy_ZIP=6.90, Synergy_Bliss=6.72, Synergy_Loewe=-33.6, Synergy_HSA=6.22. Drug 1: CCCS(=O)(=O)NC1=C(C(=C(C=C1)F)C(=O)C2=CNC3=C2C=C(C=N3)C4=CC=C(C=C4)Cl)F. Drug 2: CCC1(CC2CC(C3=C(CCN(C2)C1)C4=CC=CC=C4N3)(C5=C(C=C6C(=C5)C78CCN9C7C(C=CC9)(C(C(C8N6C)(C(=O)OC)O)OC(=O)C)CC)OC)C(=O)OC)O.OS(=O)(=O)O. Cell line: SK-OV-3. (8) Drug 1: C#CCC(CC1=CN=C2C(=N1)C(=NC(=N2)N)N)C3=CC=C(C=C3)C(=O)NC(CCC(=O)O)C(=O)O. Drug 2: COC1=C2C(=CC3=C1OC=C3)C=CC(=O)O2. Cell line: NCIH23. Synergy scores: CSS=7.98, Synergy_ZIP=-4.13, Synergy_Bliss=-1.82, Synergy_Loewe=0.774, Synergy_HSA=0.959. (9) Drug 1: C1CNP(=O)(OC1)N(CCCl)CCCl. Drug 2: CCC1(C2=C(COC1=O)C(=O)N3CC4=CC5=C(C=CC(=C5CN(C)C)O)N=C4C3=C2)O.Cl. Cell line: MCF7. Synergy scores: CSS=4.99, Synergy_ZIP=-3.67, Synergy_Bliss=0.00491, Synergy_Loewe=-17.5, Synergy_HSA=0.335.